Dataset: Full USPTO retrosynthesis dataset with 1.9M reactions from patents (1976-2016). Task: Predict the reactants needed to synthesize the given product. (1) Given the product [F:8][C:7]1[CH:6]=[C:5]([C:9]2[O:10][C:11]([C:14]3[C:15]([C:20]4[CH:21]=[CH:22][CH:23]=[CH:24][CH:25]=4)=[N:16][O:17][C:18]=3[CH3:19])=[N:12][N:13]=2)[C:4]([O:26][CH3:27])=[CH:3][C:2]=1[NH:34][CH2:28][CH:29]1[CH2:30][CH2:31][CH2:32][O:33]1, predict the reactants needed to synthesize it. The reactants are: F[C:2]1[C:7]([F:8])=[CH:6][C:5]([C:9]2[O:10][C:11]([C:14]3[C:15]([C:20]4[CH:25]=[CH:24][CH:23]=[CH:22][CH:21]=4)=[N:16][O:17][C:18]=3[CH3:19])=[N:12][N:13]=2)=[C:4]([O:26][CH3:27])[CH:3]=1.[CH2:28]([NH2:34])[CH:29]1[O:33][CH2:32][CH2:31][CH2:30]1. (2) Given the product [S:28]1[CH:27]=[C:22]([CH:7]([N:5]2[CH:6]=[C:2]([NH2:1])[CH:3]=[N:4]2)[CH3:8])[N:30]=[CH:29]1, predict the reactants needed to synthesize it. The reactants are: [NH2:1][C:2]1[CH:3]=[N:4][N:5]([CH:7]([C:22]2[CH:27]=CC=CC=2)[C:8]2(F)CCN(C(OC(C)(C)C)=O)CC2)[CH:6]=1.[S:28]1C=C(C(=O)C)[N:30]=[CH:29]1. (3) Given the product [Cl:17][C:18]1[CH:19]=[C:20]([NH:21][C:9]2[C:4]3[CH:3]=[C:2]([F:1])[N:12]=[CH:11][C:5]=3[N:6]=[CH:7][N:8]=2)[CH:22]=[CH:23][C:24]=1[O:25][CH2:26][C:27]1[CH:32]=[CH:31][CH:30]=[CH:29][N:28]=1, predict the reactants needed to synthesize it. The reactants are: [F:1][C:2]1[N:12]=[CH:11][C:5]2[NH:6][C:7](=O)[N:8]=[CH:9][C:4]=2[CH:3]=1.S(Cl)(Cl)=O.[Cl:17][C:18]1[CH:19]=[C:20]([CH:22]=[CH:23][C:24]=1[O:25][CH2:26][C:27]1[CH:32]=[CH:31][CH:30]=[CH:29][N:28]=1)[NH2:21]. (4) Given the product [CH2:28]([O:30][C:31](=[O:40])[CH:32]=[C:33]([N:23]1[C:24]2[C:20](=[CH:19][C:18]([O:17][CH2:16][CH2:15][C:11]3[CH:12]=[CH:13][CH:14]=[C:9]([N:7]([C:6]([O:5][C:1]([CH3:4])([CH3:2])[CH3:3])=[O:27])[CH3:8])[N:10]=3)=[CH:26][CH:25]=2)[CH:21]=[CH:22]1)[C:34]1[CH:39]=[CH:38][CH:37]=[CH:36][CH:35]=1)[CH3:29], predict the reactants needed to synthesize it. The reactants are: [C:1]([O:5][C:6](=[O:27])[N:7]([C:9]1[CH:14]=[CH:13][CH:12]=[C:11]([CH2:15][CH2:16][O:17][C:18]2[CH:19]=[C:20]3[C:24](=[CH:25][CH:26]=2)[NH:23][CH:22]=[CH:21]3)[N:10]=1)[CH3:8])([CH3:4])([CH3:3])[CH3:2].[CH2:28]([O:30][C:31](=[O:40])[C:32]#[C:33][C:34]1[CH:39]=[CH:38][CH:37]=[CH:36][CH:35]=1)[CH3:29].